This data is from Forward reaction prediction with 1.9M reactions from USPTO patents (1976-2016). The task is: Predict the product of the given reaction. (1) Given the reactants Br[C:2]1[CH:12]=[CH:11][CH:10]=[C:4]2[C:5]([O:7][C:8](=[O:9])[C:3]=12)=[O:6].C(N(CC)CC)C.[CH:20]#[C:21][CH3:22], predict the reaction product. The product is: [C:20]([C:12]1[CH:2]=[C:3]2[C:4](=[CH:10][CH:11]=1)[C:5](=[O:6])[O:7][C:8]2=[O:9])#[C:21][CH3:22]. (2) Given the reactants [CH2:1]([N:8]1[CH2:12][CH:11]([CH3:13])[CH:10]([C:14]([O:16][CH2:17][C:18]2[CH:23]=[CH:22][CH:21]=[CH:20][CH:19]=2)=[O:15])[CH2:9]1)[C:2]1[CH:7]=[CH:6][CH:5]=[CH:4][CH:3]=1.C([N-]C(C)C)(C)C.[Li+].CCCCCC.O1CCCC1.Br[CH2:44][C:45]([O:47][C:48]([CH3:51])([CH3:50])[CH3:49])=[O:46].[Cl-].[NH4+], predict the reaction product. The product is: [CH2:1]([N:8]1[CH2:12][CH:11]([CH3:13])[C:10]([CH2:44][C:45]([O:47][C:48]([CH3:51])([CH3:50])[CH3:49])=[O:46])([C:14]([O:16][CH2:17][C:18]2[CH:23]=[CH:22][CH:21]=[CH:20][CH:19]=2)=[O:15])[CH2:9]1)[C:2]1[CH:3]=[CH:4][CH:5]=[CH:6][CH:7]=1. (3) Given the reactants [C:1]([NH:5][C:6](=[O:8])[OH:7])([CH3:4])([CH3:3])[CH3:2].C[O:10][CH2:11][C:12]1([S:15]([NH2:18])(=[O:17])=[O:16])[CH2:14][CH2:13]1.[CH2:19]([N:22]=C=O)[CH2:20][CH3:21], predict the reaction product. The product is: [C:1]([NH:5][C:6](=[O:7])[OH:8])([CH3:4])([CH3:3])[CH3:2].[CH2:19]([NH:22][C:11]([C:12]1([S:15]([NH2:18])(=[O:17])=[O:16])[CH2:14][CH2:13]1)=[O:10])[CH2:20][CH3:21]. (4) Given the reactants [CH2:1]([O:3][C:4](=[O:13])[C:5]1[CH:10]=[CH:9][C:8]([Cl:11])=[N:7][C:6]=1Cl)[CH3:2].[C:14]([N:21]1[CH2:26][CH2:25][NH:24][CH2:23][CH2:22]1)([O:16][C:17]([CH3:20])([CH3:19])[CH3:18])=[O:15].CCN(CC)CC, predict the reaction product. The product is: [C:17]([O:16][C:14]([N:21]1[CH2:26][CH2:25][N:24]([C:6]2[C:5]([C:4]([O:3][CH2:1][CH3:2])=[O:13])=[CH:10][CH:9]=[C:8]([Cl:11])[N:7]=2)[CH2:23][CH2:22]1)=[O:15])([CH3:20])([CH3:18])[CH3:19]. (5) Given the reactants Cl.[Br:2][C:3]1[CH:8]=[CH:7][C:6]([C@H:9]([NH2:11])[CH3:10])=[C:5]([F:12])[CH:4]=1.[C:13](O[C:13]([O:15][C:16]([CH3:19])([CH3:18])[CH3:17])=[O:14])([O:15][C:16]([CH3:19])([CH3:18])[CH3:17])=[O:14].C(N(CC)CC)C.O, predict the reaction product. The product is: [C:16]([O:15][C:13](=[O:14])[NH:11][C@@H:9]([C:6]1[CH:7]=[CH:8][C:3]([Br:2])=[CH:4][C:5]=1[F:12])[CH3:10])([CH3:19])([CH3:18])[CH3:17]. (6) Given the reactants [Cl:1][C:2]1[CH:7]=[C:6]([N:8]2[CH:12]=[CH:11][CH:10]=[N:9]2)[N:5]=[C:4]([C:13]2[O:14][CH:15]=[CH:16][CH:17]=2)[N:3]=1.[Cl:18]N1C(=O)CCC1=O.O, predict the reaction product. The product is: [Cl:1][C:2]1[CH:7]=[C:6]([N:8]2[CH:12]=[CH:11][CH:10]=[N:9]2)[N:5]=[C:4]([C:13]2[O:14][C:15]([Cl:18])=[CH:16][CH:17]=2)[N:3]=1. (7) Given the reactants C([O:3][C:4](=[O:25])[C:5]([NH:21][C:22](=[O:24])[CH3:23])([CH2:11][C:12]1[CH:17]=[CH:16][C:15]([CH3:18])=[C:14]([O:19][CH3:20])[CH:13]=1)C(OCC)=O)C.[OH-].[K+], predict the reaction product. The product is: [C:22]([NH:21][CH:5]([C:4]([OH:25])=[O:3])[CH2:11][C:12]1[CH:17]=[CH:16][C:15]([CH3:18])=[C:14]([O:19][CH3:20])[CH:13]=1)(=[O:24])[CH3:23].